The task is: Predict the reactants needed to synthesize the given product.. This data is from Full USPTO retrosynthesis dataset with 1.9M reactions from patents (1976-2016). (1) Given the product [Cl:1][C:2]1[CH:3]=[N:4][C:5]2[CH2:6][CH2:7][N:8]([C:12]3([CH3:28])[NH:13][C:14]([N:22]4[CH2:26][CH2:25][C@@H:24]([F:27])[CH2:23]4)=[C:15]([NH2:19])[C:16]([CH3:18])=[CH:17]3)[CH2:9][C:10]=2[CH:11]=1, predict the reactants needed to synthesize it. The reactants are: [Cl:1][C:2]1[CH:3]=[N:4][C:5]2[CH2:6][CH2:7][N:8]([C:12]3([CH3:28])[CH:17]=[C:16]([CH3:18])[C:15]([N+:19]([O-])=O)=[C:14]([N:22]4[CH2:26][CH2:25][C@@H:24]([F:27])[CH2:23]4)[NH:13]3)[CH2:9][C:10]=2[CH:11]=1.C([O-])=O.[NH4+].CCOC(C)=O. (2) Given the product [Si:15]([O:1][C:2]1[CH:3]=[C:4]([CH:7]=[CH:8][CH:9]=1)[CH:5]=[O:6])([C:18]([CH3:21])([CH3:20])[CH3:19])([CH3:17])[CH3:16], predict the reactants needed to synthesize it. The reactants are: [OH:1][C:2]1[CH:3]=[C:4]([CH:7]=[CH:8][CH:9]=1)[CH:5]=[O:6].N1C=CN=C1.[Si:15](Cl)([C:18]([CH3:21])([CH3:20])[CH3:19])([CH3:17])[CH3:16]. (3) Given the product [CH3:12][C:13]1[N:18]=[C:17]([N:19]2[CH2:24][CH2:23][N:22]([CH2:2][C:3]3[S:4][C:5]4[C:10]([N:11]=3)=[CH:9][CH:8]=[CH:7][N:6]=4)[CH2:21][CH2:20]2)[CH:16]=[CH:15][CH:14]=1, predict the reactants needed to synthesize it. The reactants are: Cl[CH2:2][C:3]1[S:4][C:5]2[C:10]([N:11]=1)=[CH:9][CH:8]=[CH:7][N:6]=2.[CH3:12][C:13]1[N:18]=[C:17]([N:19]2[CH2:24][CH2:23][NH:22][CH2:21][CH2:20]2)[CH:16]=[CH:15][CH:14]=1.CC(=O)OCC. (4) Given the product [CH:1]1[C:6]([I:7])=[C:5]([I:8])[C:4]([C:9]([OH:11])=[O:10])=[CH:3][C:2]=1[I:12], predict the reactants needed to synthesize it. The reactants are: [CH:1]1[C:6]([I:7])=[C:5]([I:8])[C:4]([C:9]([OH:11])=[O:10])=[CH:3][C:2]=1[I:12].C1CCCCC1.C1(C)C=CC=CC=1. (5) Given the product [CH3:17][C:18]([CH3:24])([CH2:22][CH3:23])[C:19]([S:10][CH2:11][CH2:12][C:13]([O:15][CH3:16])=[O:14])=[O:20], predict the reactants needed to synthesize it. The reactants are: C(N(CC)C(C)C)(C)C.[SH:10][CH2:11][CH2:12][C:13]([O:15][CH3:16])=[O:14].[CH3:17][C:18]([CH3:24])([CH2:22][CH3:23])[C:19](Cl)=[O:20].II. (6) Given the product [C:1]([O:5][C:6](=[O:23])[NH:7][C@H:8]([CH2:9][C:10]1[CH:15]=[CH:14][CH:13]=[CH:12][C:11]=1[F:16])[C:17](=[O:22])[CH2:37][C:31]1[CH:32]=[C:33]([Cl:36])[CH:34]=[CH:35][C:30]=1[C:29](=[O:38])[NH:28][C:24]([CH3:26])([CH3:25])[CH3:27])([CH3:2])([CH3:3])[CH3:4], predict the reactants needed to synthesize it. The reactants are: [C:1]([O:5][C:6](=[O:23])[NH:7][C@@H:8]([C:17](=[O:22])N(OC)C)[CH2:9][C:10]1[CH:15]=[CH:14][CH:13]=[CH:12][C:11]=1[F:16])([CH3:4])([CH3:3])[CH3:2].[C:24]([NH:28][C:29](=[O:38])[C:30]1[CH:35]=[CH:34][C:33]([Cl:36])=[CH:32][C:31]=1[CH3:37])([CH3:27])([CH3:26])[CH3:25]. (7) Given the product [CH2:1]([N:8]1[C:9](=[O:18])[C:10]2[C:11](=[CH:12][C:13]([Br:16])=[CH:14][CH:15]=2)[N:17]=[CH:19]1)[C:2]1[CH:3]=[CH:4][CH:5]=[CH:6][CH:7]=1, predict the reactants needed to synthesize it. The reactants are: [CH2:1]([NH:8][C:9](=[O:18])[C:10]1[CH:15]=[CH:14][C:13]([Br:16])=[CH:12][C:11]=1[NH2:17])[C:2]1[CH:7]=[CH:6][CH:5]=[CH:4][CH:3]=1.[CH:19](O)=O. (8) Given the product [CH3:15][N:14]1[CH:9]2[CH2:10][CH2:11][CH:12]1[CH2:13][CH:7]([S:26][C:23]1[CH:24]=[CH:25][C:20]([O:19][CH3:18])=[CH:21][CH:22]=1)[CH2:8]2, predict the reactants needed to synthesize it. The reactants are: S(O[CH:7]1[CH2:13][CH:12]2[N:14]([CH3:15])[CH:9]([CH2:10][CH2:11]2)[CH2:8]1)(OC)(=O)=O.[H-].[Na+].[CH3:18][O:19][C:20]1[CH:25]=[CH:24][C:23]([SH:26])=[CH:22][CH:21]=1.O. (9) Given the product [C:6]([CH:10]1[CH2:15][CH2:14][C:13]([F:18])([F:17])[CH2:12][CH2:11]1)([CH3:9])([CH3:8])[CH3:7], predict the reactants needed to synthesize it. The reactants are: F[B-](F)(F)F.[C:6]([CH:10]1[CH2:15][CH2:14][C:13](=O)[CH2:12][CH2:11]1)([CH3:9])([CH3:8])[CH3:7].[FH:17].[FH:18].F.C(N(CC)CC)C.C(=O)(O)[O-].[Na+].